This data is from Catalyst prediction with 721,799 reactions and 888 catalyst types from USPTO. The task is: Predict which catalyst facilitates the given reaction. (1) Reactant: [Cl:1][C:2]1[CH:3]=[N+:4]([O-:27])[CH:5]=[C:6]([Cl:26])[C:7]=1[CH2:8][C@@H:9]([C:11]1[CH:16]=[CH:15][C:14]([O:17][CH:18]([F:20])[F:19])=[C:13]([O:21][CH2:22][CH:23]2[CH2:25][CH2:24]2)[CH:12]=1)[OH:10].[CH3:28][S:29]([NH:32][CH2:33][C:34]1[CH:35]=[C:36]2[C:40](=[CH:41][CH:42]=1)[C:39](=[O:43])[N:38]([CH2:44][C:45](O)=[O:46])[C:37]2=[O:48])(=[O:31])=[O:30].C(Cl)CCl. Product: [Cl:1][C:2]1[CH:3]=[N+:4]([O-:27])[CH:5]=[C:6]([Cl:26])[C:7]=1[CH2:8][C@@H:9]([C:11]1[CH:16]=[CH:15][C:14]([O:17][CH:18]([F:20])[F:19])=[C:13]([O:21][CH2:22][CH:23]2[CH2:25][CH2:24]2)[CH:12]=1)[O:10][C:45](=[O:46])[CH2:44][N:38]1[C:37](=[O:48])[C:36]2[C:40](=[CH:41][CH:42]=[C:34]([CH2:33][NH:32][S:29]([CH3:28])(=[O:31])=[O:30])[CH:35]=2)[C:39]1=[O:43]. The catalyst class is: 79. (2) Reactant: [CH2:1]([N:3]1[C:12]2[C:7](=[CH:8][C:9]([O:23][CH2:24][C:25]3[CH:30]=[CH:29][C:28]([O:31][CH3:32])=[CH:27][CH:26]=3)=[C:10]([O:13][CH2:14][C:15]3[CH:20]=[CH:19][C:18]([O:21][CH3:22])=[CH:17][CH:16]=3)[CH:11]=2)[C:6](=[O:33])[C:5]([C:34](O)=[O:35])=[N:4]1)[CH3:2].C(N(CC)CC)C.ClC(OCC)=O.[BH4-].[Na+]. Product: [CH2:1]([N:3]1[C:12]2[C:7](=[CH:8][C:9]([O:23][CH2:24][C:25]3[CH:26]=[CH:27][C:28]([O:31][CH3:32])=[CH:29][CH:30]=3)=[C:10]([O:13][CH2:14][C:15]3[CH:20]=[CH:19][C:18]([O:21][CH3:22])=[CH:17][CH:16]=3)[CH:11]=2)[C:6](=[O:33])[C:5]([CH2:34][OH:35])=[N:4]1)[CH3:2]. The catalyst class is: 214. (3) Reactant: [Cl:1][C:2]([CH2:13][CH2:14][CH2:15][C:16]1[CH:25]=[CH:24][C:23]([O:26][CH3:27])=[C:22]2[C:17]=1[CH:18]=[CH:19][C:20](=[O:29])[N:21]2[CH3:28])(C(OCC)=O)[C:3]([O:5]CC)=[O:4].C(O)(=O)C.Cl. Product: [Cl:1][CH:2]([CH2:13][CH2:14][CH2:15][C:16]1[CH:25]=[CH:24][C:23]([O:26][CH3:27])=[C:22]2[C:17]=1[CH:18]=[CH:19][C:20](=[O:29])[N:21]2[CH3:28])[C:3]([OH:5])=[O:4]. The catalyst class is: 6.